This data is from Full USPTO retrosynthesis dataset with 1.9M reactions from patents (1976-2016). The task is: Predict the reactants needed to synthesize the given product. Given the product [Cl:18][C:19]1[CH:20]=[C:21]([NH:22][C:3]([C:5]2[C:10]([NH:11][C:12]3[CH:17]=[CH:16][CH:15]=[CH:14][CH:13]=3)=[N:9][CH:8]=[CH:7][N:6]=2)=[O:4])[CH:23]=[CH:24][CH:25]=1, predict the reactants needed to synthesize it. The reactants are: CO[C:3]([C:5]1[C:10]([NH:11][C:12]2[CH:17]=[CH:16][CH:15]=[CH:14][CH:13]=2)=[N:9][CH:8]=[CH:7][N:6]=1)=[O:4].[Cl:18][C:19]1[CH:20]=[C:21]([CH:23]=[CH:24][CH:25]=1)[NH2:22].